From a dataset of Catalyst prediction with 721,799 reactions and 888 catalyst types from USPTO. Predict which catalyst facilitates the given reaction. (1) Reactant: [Cl:1][C:2]1[CH:7]=[C:6]([CH3:8])[C:5]([CH2:9][C:10]([N:12]([CH3:28])[C:13]2([C:19](NC3C=CC=CC=3)=[O:20])[CH2:18][CH2:17][O:16][CH2:15][CH2:14]2)=[O:11])=[C:4]([CH3:29])[CH:3]=1.CC(C)([O-])C.[K+].CN(C=O)C. Product: [Cl:1][C:2]1[CH:7]=[C:6]([CH3:8])[C:5]([C:9]2[C:10](=[O:11])[N:12]([CH3:28])[C:13]3([CH2:18][CH2:17][O:16][CH2:15][CH2:14]3)[C:19]=2[OH:20])=[C:4]([CH3:29])[CH:3]=1. The catalyst class is: 25. (2) Reactant: [C:1]([O:5][C:6](=[O:17])[NH:7][C:8]1[S:9][C:10]([CH:13]([OH:16])[CH2:14][NH2:15])=[CH:11][N:12]=1)([CH3:4])([CH3:3])[CH3:2].Cl[C:19]1[C:20]2[S:27][CH:26]=[CH:25][C:21]=2[N:22]=[CH:23][N:24]=1.CCN(C(C)C)C(C)C. Product: [C:1]([O:5][C:6](=[O:17])[NH:7][C:8]1[S:9][C:10]([CH:13]([OH:16])[CH2:14][NH:15][C:19]2[C:20]3[S:27][CH:26]=[CH:25][C:21]=3[N:22]=[CH:23][N:24]=2)=[CH:11][N:12]=1)([CH3:4])([CH3:2])[CH3:3]. The catalyst class is: 44.